Dataset: Catalyst prediction with 721,799 reactions and 888 catalyst types from USPTO. Task: Predict which catalyst facilitates the given reaction. (1) Reactant: C1COCC1.[BH4-].[Na+].[C:8]([NH:27][C@H:28]([C@H:34]([OH:50])[CH2:35][CH2:36][CH2:37][CH2:38][CH2:39][CH2:40][CH2:41][CH2:42][CH2:43][CH2:44][CH2:45][CH2:46][CH2:47][CH2:48][CH3:49])[C:29](OCC)=[O:30])(=[O:26])[CH2:9][CH2:10][CH2:11][CH2:12][CH2:13][CH2:14][CH2:15][CH2:16][CH2:17][CH2:18][CH2:19][CH2:20][CH2:21][CH2:22][CH2:23][CH2:24][CH3:25].C(OCC)(=O)C. Product: [C:8]([NH:27][C@H:28]([C@H:34]([OH:50])[CH2:35][CH2:36][CH2:37][CH2:38][CH2:39][CH2:40][CH2:41][CH2:42][CH2:43][CH2:44][CH2:45][CH2:46][CH2:47][CH2:48][CH3:49])[CH2:29][OH:30])(=[O:26])[CH2:9][CH2:10][CH2:11][CH2:12][CH2:13][CH2:14][CH2:15][CH2:16][CH2:17][CH2:18][CH2:19][CH2:20][CH2:21][CH2:22][CH2:23][CH2:24][CH3:25]. The catalyst class is: 6. (2) Reactant: C[O-].[Na+].[C:4]1([C:10]2[CH:15]=[C:14](Cl)[N:13]=[N:12][C:11]=2[Cl:17])[CH:9]=[CH:8][CH:7]=[CH:6][CH:5]=1.[CH2:18]([O:20]CC)C.CCCCCC. Product: [Cl:17][C:11]1[N:12]=[N:13][C:14]([O:20][CH3:18])=[CH:15][C:10]=1[C:4]1[CH:9]=[CH:8][CH:7]=[CH:6][CH:5]=1. The catalyst class is: 5. (3) Reactant: [C:1]([C:3]1([C:6]2[CH:7]=[C:8]([CH:12]=[CH:13][CH:14]=2)[C:9](O)=[O:10])[CH2:5][CH2:4]1)#[N:2].C(Cl)(=O)C([Cl:18])=O.CN(C)C=O. Product: [C:1]([C:3]1([C:6]2[CH:7]=[C:8]([CH:12]=[CH:13][CH:14]=2)[C:9]([Cl:18])=[O:10])[CH2:5][CH2:4]1)#[N:2]. The catalyst class is: 7. (4) Reactant: [Cl:1][C:2]1[CH:7]=[C:6]([N+:8]([O-])=O)[CH:5]=[CH:4][C:3]=1[N:11]1[CH2:16][CH2:15][N:14]([C:17]([C:19]2[C:20]([C:25]3[CH:30]=[CH:29][CH:28]=[CH:27][C:26]=3[Cl:31])=[N:21][O:22][C:23]=2[CH3:24])=[O:18])[CH2:13][CH2:12]1.O.O.[Sn](Cl)Cl.Cl.[OH-].[Na+]. Product: [NH2:8][C:6]1[CH:5]=[CH:4][C:3]([N:11]2[CH2:12][CH2:13][N:14]([C:17]([C:19]3[C:20]([C:25]4[CH:30]=[CH:29][CH:28]=[CH:27][C:26]=4[Cl:31])=[N:21][O:22][C:23]=3[CH3:24])=[O:18])[CH2:15][CH2:16]2)=[C:2]([Cl:1])[CH:7]=1. The catalyst class is: 3. (5) Reactant: [NH2:1][C:2]1[CH:7]=[C:6]([Br:8])[CH:5]=[CH:4][C:3]=1[NH-:9].[O:10]=[C:11]1[C:23]2[CH:22]=[CH:21][CH:20]=[C:19]([C:24](O)=O)[C:18]=2[C:17]2[C:12]1=[CH:13][CH:14]=[CH:15][CH:16]=2. Product: [Br:8][C:6]1[CH:5]=[CH:4][C:3]2[N:9]=[C:24]([C:19]3[C:18]4[C:17]5[C:12](=[CH:13][CH:14]=[CH:15][CH:16]=5)[C:11](=[O:10])[C:23]=4[CH:22]=[CH:21][CH:20]=3)[NH:1][C:2]=2[CH:7]=1. The catalyst class is: 15. (6) Reactant: Cl[C:2]([O:4][CH2:5][C:6]([Cl:9])([Cl:8])[Cl:7])=[O:3].[F:10][CH2:11][C:12]1([C:15]2[CH:16]=[C:17]([NH2:27])[N:18]([C:20]3[CH:25]=[CH:24][C:23]([CH3:26])=[CH:22][CH:21]=3)[N:19]=2)[CH2:14][CH2:13]1.N1C=CC=CC=1.CCOC(C)=O. Product: [Cl:7][C:6]([Cl:9])([Cl:8])[CH2:5][O:4][C:2](=[O:3])[NH:27][C:17]1[N:18]([C:20]2[CH:21]=[CH:22][C:23]([CH3:26])=[CH:24][CH:25]=2)[N:19]=[C:15]([C:12]2([CH2:11][F:10])[CH2:13][CH2:14]2)[CH:16]=1. The catalyst class is: 1. (7) Reactant: [C:1](=[O:4])([O-])[O-:2].[Cs+].[Cs+].[C:7]1([C:13]#[CH:14])[CH:12]=[CH:11][CH:10]=[CH:9][CH:8]=1.C(=O)=O. Product: [C:7]1([C:13]#[C:14][C:1]([OH:2])=[O:4])[CH:12]=[CH:11][CH:10]=[CH:9][CH:8]=1. The catalyst class is: 6. (8) Reactant: C([O:4][C@H:5]([CH3:30])[CH2:6][CH2:7][CH2:8][CH2:9][N:10]1[C:19](=[O:20])[C:18]2[N:17]([CH2:21][C:22]3[CH:27]=[CH:26][CH:25]=[CH:24][CH:23]=3)[C:16]([CH3:28])=[N:15][C:14]=2[N:13]([CH3:29])[C:11]1=[O:12])(=O)C.Cl. Product: [OH:4][C@H:5]([CH3:30])[CH2:6][CH2:7][CH2:8][CH2:9][N:10]1[C:19](=[O:20])[C:18]2[N:17]([CH2:21][C:22]3[CH:27]=[CH:26][CH:25]=[CH:24][CH:23]=3)[C:16]([CH3:28])=[N:15][C:14]=2[N:13]([CH3:29])[C:11]1=[O:12]. The catalyst class is: 275. (9) Reactant: Cl[CH2:2][C:3]([C:5]1[C:6]([CH3:13])=[C:7]([CH:10]=[CH:11][CH:12]=1)[C:8]#[N:9])=[O:4].[C:14]([N:21]1[CH2:26][CH2:25][NH:24][C@@H:23]([CH2:27][OH:28])[CH2:22]1)([O:16][C:17]([CH3:20])([CH3:19])[CH3:18])=[O:15].CCN(C(C)C)C(C)C. Product: [C:8]([C:7]1[C:6]([CH3:13])=[C:5]([C:3](=[O:4])[CH2:2][N:24]2[CH2:25][CH2:26][N:21]([C:14]([O:16][C:17]([CH3:18])([CH3:19])[CH3:20])=[O:15])[CH2:22][C@@H:23]2[CH2:27][OH:28])[CH:12]=[CH:11][CH:10]=1)#[N:9]. The catalyst class is: 1.